From a dataset of Full USPTO retrosynthesis dataset with 1.9M reactions from patents (1976-2016). Predict the reactants needed to synthesize the given product. (1) Given the product [Br:1][C:2]1[C:7]([CH3:8])=[CH:6][C:5]([O:9][CH2:26][O:25][CH2:24][CH2:23][Si:22]([CH3:29])([CH3:28])[CH3:21])=[C:4]([O:10][CH3:11])[CH:3]=1, predict the reactants needed to synthesize it. The reactants are: [Br:1][C:2]1[C:7]([CH3:8])=[CH:6][C:5]([OH:9])=[C:4]([O:10][CH3:11])[CH:3]=1.CCN(C(C)C)C(C)C.[CH3:21][Si:22]([CH3:29])([CH3:28])[CH2:23][CH2:24][O:25][CH2:26]Cl. (2) Given the product [C:47]([O:46][C@@H:41]([C:12]1[C:13]([CH3:40])=[CH:14][C:15]2=[N:19][C:18]3=[CH:17][N:16]2[C:11]=1[N:8]1[CH2:7][CH2:6][C:5]([CH3:51])([O:4][CH2:1][CH:39]=[CH:38][CH2:37][C@H:35]([CH3:36])[O:34][C:27]2[CH:28]=[C:29]([CH3:33])[C:30]([F:32])=[CH:31][C:26]=2[C:22]2[CH:21]=[C:20]3[CH:25]=[CH:24][CH:23]=2)[CH2:10][CH2:9]1)[C:42]([O:44][CH3:45])=[O:43])([CH3:48])([CH3:49])[CH3:50], predict the reactants needed to synthesize it. The reactants are: [CH2:1]([O:4][C:5]1([CH3:51])[CH2:10][CH2:9][N:8]([C:11]2[N:16]3[CH:17]=[C:18]([C:20]4[CH:21]=[C:22]([C:26]5[CH:31]=[C:30]([F:32])[C:29]([CH3:33])=[CH:28][C:27]=5[O:34][C@H:35]([CH2:37][CH:38]=[CH2:39])[CH3:36])[CH:23]=[CH:24][CH:25]=4)[N:19]=[C:15]3[CH:14]=[C:13]([CH3:40])[C:12]=2[C@H:41]([O:46][C:47]([CH3:50])([CH3:49])[CH3:48])[C:42]([O:44][CH3:45])=[O:43])[CH2:7][CH2:6]1)C=C.C(O[C@@H](C1C(C)=CC2=NC3=CN2C=1N1CCC(C)(OCC=CC[C@H](C)OC2C=C(F)C=CC=2C2C=C3C=CC=2)CC1)C(OCC)=O)(C)(C)C. (3) Given the product [NH2:7][C:6]1[N:8]=[C:15]([C:9]2[CH:10]=[CH:11][CH:12]=[CH:13][CH:14]=2)[C:16]([C:17]#[N:18])=[CH:21][N:5]=1, predict the reactants needed to synthesize it. The reactants are: C(=O)(O)O.[NH2:5][C:6]([NH2:8])=[NH:7].[C:9]1([C:15](=O)[C:16]([C:21]#N)=[CH:17][N:18](C)C)[CH:14]=[CH:13][CH:12]=[CH:11][CH:10]=1.[OH-].[Na+]. (4) The reactants are: [CH2:1]([NH:3][C:4]1[C:9]([CH2:10][C:11]2[CH:16]=[C:15]([O:17][CH3:18])[C:14]([O:19][CH3:20])=[CH:13][C:12]=2[CH:21]([CH3:23])[CH3:22])=[CH:8][N:7]=[C:6](SC)[N:5]=1)[CH3:2].[CH2:26]1COCC1.O[O:32][S:33]([O-:35])=O.[K+]. Given the product [CH2:1]([NH:3][C:4]1[C:9]([CH2:10][C:11]2[CH:16]=[C:15]([O:17][CH3:18])[C:14]([O:19][CH3:20])=[CH:13][C:12]=2[CH:21]([CH3:22])[CH3:23])=[CH:8][N:7]=[C:6]([S:33]([CH3:26])(=[O:35])=[O:32])[N:5]=1)[CH3:2], predict the reactants needed to synthesize it. (5) Given the product [Br:23][C:11]1[CH:10]=[CH:9][N:8]=[C:7]([CH:4]2[CH2:5][CH2:6][O:1][CH2:2][CH2:3]2)[CH:12]=1, predict the reactants needed to synthesize it. The reactants are: [O:1]1[CH2:6][CH2:5][CH:4]([C:7]2[CH:12]=[C:11](N)[CH:10]=[CH:9][N:8]=2)[CH2:3][CH2:2]1.N(OCCCCC)=O.C(Br)(Br)[Br:23].